The task is: Predict the reaction yield, written as a fraction of the theoretical maximum amount of product (1.0 means a 100% yield; for example, 0.34 means a 34% yield).. This data is from Reaction yield outcomes from USPTO patents with 853,638 reactions. (1) The reactants are [CH3:1][O:2][C:3]1[CH:4]=[C:5]2[C:10](=[CH:11][C:12]=1[O:13][CH3:14])[N:9]=[CH:8][CH:7]=[C:6]2[O:15][C:16]1[CH:21]=[CH:20][C:19]([CH2:22][C:23](O)=[O:24])=[CH:18][CH:17]=1.[NH2:26][C:27]1[N:31]([CH2:32][C:33]2[CH:38]=[CH:37][C:36]([O:39][CH3:40])=[C:35]([O:41][CH3:42])[CH:34]=2)[N:30]=[C:29]([N:43]([C:45]([O:47][C:48]([CH3:51])([CH3:50])[CH3:49])=[O:46])[CH3:44])[CH:28]=1. No catalyst specified. The product is [C:48]([O:47][C:45]([N:43]([C:29]1[CH:28]=[C:27]([NH:26][C:23](=[O:24])[CH2:22][C:19]2[CH:18]=[CH:17][C:16]([O:15][C:6]3[C:5]4[C:10](=[CH:11][C:12]([O:13][CH3:14])=[C:3]([O:2][CH3:1])[CH:4]=4)[N:9]=[CH:8][CH:7]=3)=[CH:21][CH:20]=2)[N:31]([CH2:32][C:33]2[CH:38]=[CH:37][C:36]([O:39][CH3:40])=[C:35]([O:41][CH3:42])[CH:34]=2)[N:30]=1)[CH3:44])=[O:46])([CH3:51])([CH3:50])[CH3:49]. The yield is 0.660. (2) The reactants are [CH2:1]([Mg]Cl)[C:2]1[CH:7]=[CH:6][CH:5]=[CH:4][CH:3]=1.CON(C)[C:13]([C:15]1[C:23]2[C:18](=[N:19][CH:20]=[CH:21][CH:22]=2)[N:17]([Si:24]([CH:31]([CH3:33])[CH3:32])([CH:28]([CH3:30])[CH3:29])[CH:25]([CH3:27])[CH3:26])[CH:16]=1)=[O:14]. No catalyst specified. The product is [C:2]1([CH2:1][C:13]([C:15]2[C:23]3[C:18](=[N:19][CH:20]=[CH:21][CH:22]=3)[N:17]([Si:24]([CH:28]([CH3:30])[CH3:29])([CH:31]([CH3:33])[CH3:32])[CH:25]([CH3:26])[CH3:27])[CH:16]=2)=[O:14])[CH:7]=[CH:6][CH:5]=[CH:4][CH:3]=1. The yield is 0.920. (3) The reactants are [F:1][C:2]1[CH:7]=[CH:6][C:5]([C:8]2[N:9]=[C:10]3[CH:15]=[CH:14][C:13]([N:16]4[CH2:21][CH2:20][O:19][CH2:18][CH2:17]4)=[CH:12][N:11]3[C:22]=2[C:23]2[CH:24]=[CH:25][C:26]3[N:27]([CH:29]=[C:30]([NH:32]C(=O)C)[N:31]=3)[N:28]=2)=[CH:4][CH:3]=1.Cl.O1CCOCC1. The catalyst is CO. The product is [F:1][C:2]1[CH:7]=[CH:6][C:5]([C:8]2[N:9]=[C:10]3[CH:15]=[CH:14][C:13]([N:16]4[CH2:21][CH2:20][O:19][CH2:18][CH2:17]4)=[CH:12][N:11]3[C:22]=2[C:23]2[CH:24]=[CH:25][C:26]3[N:27]([CH:29]=[C:30]([NH2:32])[N:31]=3)[N:28]=2)=[CH:4][CH:3]=1. The yield is 0.990. (4) The reactants are Cl[C:2]1[N:3]=[C:4]([N:16]2[CH2:21][CH2:20][O:19][CH2:18][CH2:17]2)[C:5]2[CH2:10][N:9]([C:11]([O:13][CH2:14][CH3:15])=[O:12])[CH2:8][C:6]=2[N:7]=1.[CH:22]1([NH:25][C:26]([NH:28][C:29]2[CH:34]=[CH:33][C:32](B3OC(C)(C)C(C)(C)O3)=[C:31]([F:44])[CH:30]=2)=[O:27])[CH2:24][CH2:23]1.ClCCl.C(=O)([O-])[O-].[Na+].[Na+]. The catalyst is C1C=CC(P(C2C=CC=CC=2)[C-]2C=CC=C2)=CC=1.C1C=CC(P(C2C=CC=CC=2)[C-]2C=CC=C2)=CC=1.Cl[Pd]Cl.[Fe+2].CCO.O.COCCOC. The product is [CH:22]1([NH:25][C:26](=[O:27])[NH:28][C:29]2[CH:34]=[CH:33][C:32]([C:2]3[N:3]=[C:4]([N:16]4[CH2:21][CH2:20][O:19][CH2:18][CH2:17]4)[C:5]4[CH2:10][N:9]([C:11]([O:13][CH2:14][CH3:15])=[O:12])[CH2:8][C:6]=4[N:7]=3)=[C:31]([F:44])[CH:30]=2)[CH2:23][CH2:24]1. The yield is 0.0300. (5) The reactants are Cl.[CH3:2][O:3][C:4]1[CH:11]=[CH:10][C:7]([C:8]#[N:9])=[CH:6][C:5]=1[O:12][CH:13]1[CH2:18][CH2:17][NH:16][CH2:15][CH2:14]1.Cl[CH2:20][C:21]([NH:23][CH3:24])=[O:22].C(=O)([O-])[O-].[K+].[K+].O. The catalyst is C(#N)C. The product is [C:8]([C:7]1[CH:10]=[CH:11][C:4]([O:3][CH3:2])=[C:5]([CH:6]=1)[O:12][CH:13]1[CH2:18][CH2:17][N:16]([CH2:20][C:21]([NH:23][CH3:24])=[O:22])[CH2:15][CH2:14]1)#[N:9]. The yield is 0.940.